Task: Regression. Given a peptide amino acid sequence and an MHC pseudo amino acid sequence, predict their binding affinity value. This is MHC class II binding data.. Dataset: Peptide-MHC class II binding affinity with 134,281 pairs from IEDB (1) The peptide sequence is KKDMQSEAQLALTIISL. The MHC is DRB1_0301 with pseudo-sequence DRB1_0301. The binding affinity (normalized) is 0.550. (2) The peptide sequence is WDTRITEADLDDEQE. The MHC is DRB1_0801 with pseudo-sequence DRB1_0801. The binding affinity (normalized) is 0.304.